This data is from Full USPTO retrosynthesis dataset with 1.9M reactions from patents (1976-2016). The task is: Predict the reactants needed to synthesize the given product. (1) Given the product [NH2:1][C:2]1[N:7]=[C:6]([C:8]2[CH:9]=[C:10]3[C:11]([C:12]([NH2:13])=[N:24][NH:25]3)=[CH:14][CH:15]=2)[CH:5]=[C:4]([C:17]2[CH:18]=[CH:19][CH:20]=[CH:21][CH:22]=2)[N:3]=1, predict the reactants needed to synthesize it. The reactants are: [NH2:1][C:2]1[N:7]=[C:6]([C:8]2[CH:15]=[CH:14][C:11]([C:12]#[N:13])=[C:10](F)[CH:9]=2)[CH:5]=[C:4]([C:17]2[CH:22]=[CH:21][CH:20]=[CH:19][CH:18]=2)[N:3]=1.O.[NH2:24][NH2:25]. (2) Given the product [CH2:13]([N:3]1[C:2]([CH3:10])([CH3:1])[CH2:7][CH2:6][O:5][S:4]1(=[O:9])=[O:8])[CH:12]=[CH2:11], predict the reactants needed to synthesize it. The reactants are: [CH3:1][C:2]1([CH3:10])[CH2:7][CH2:6][O:5][S:4](=[O:9])(=[O:8])[NH:3]1.[CH2:11](Br)[CH:12]=[CH2:13].[OH-].[Na+].CCOCC. (3) Given the product [F:1][C:2]1[CH:7]=[C:6]([S:8][CH3:9])[CH:5]=[CH:4][C:3]=1[NH:10][C:11]1[C:12]([C:20]([NH:31][O:30][CH2:29][CH2:28][OH:27])=[O:22])=[N:13][N:14]([CH3:19])[C:15](=[O:18])[C:16]=1[CH3:17], predict the reactants needed to synthesize it. The reactants are: [F:1][C:2]1[CH:7]=[C:6]([S:8][CH3:9])[CH:5]=[CH:4][C:3]=1[NH:10][C:11]1[C:12]([C:20]([O:22]CC)=O)=[N:13][N:14]([CH3:19])[C:15](=[O:18])[C:16]=1[CH3:17].C([O:27][CH2:28][CH2:29][O:30][NH2:31])=C. (4) Given the product [CH3:17][C:18]1[CH:19]=[C:20]([N:24]2[CH:28]=[CH:27][C:26]([O:29][CH2:2][C:3]3[C:8]([CH3:9])=[CH:7][CH:6]=[CH:5][C:4]=3[N:10]3[C:14](=[O:15])[N:13]([CH3:16])[N:12]=[N:11]3)=[N:25]2)[CH:21]=[CH:22][CH:23]=1, predict the reactants needed to synthesize it. The reactants are: Br[CH2:2][C:3]1[C:8]([CH3:9])=[CH:7][CH:6]=[CH:5][C:4]=1[N:10]1[C:14](=[O:15])[N:13]([CH3:16])[N:12]=[N:11]1.[CH3:17][C:18]1[CH:19]=[C:20]([N:24]2[CH:28]=[CH:27][C:26]([OH:29])=[N:25]2)[CH:21]=[CH:22][CH:23]=1.C(=O)([O-])[O-].[K+].[K+].C(#N)C.